From a dataset of Catalyst prediction with 721,799 reactions and 888 catalyst types from USPTO. Predict which catalyst facilitates the given reaction. (1) Reactant: [Cl:1][C:2]1[CH:7]=[CH:6][CH:5]=[C:4]([Cl:8])[C:3]=1[C:9]1[C:14]2[O:15][C@@H:16]([CH2:19][NH2:20])[CH2:17][O:18][C:13]=2[CH:12]=[C:11]([F:21])[CH:10]=1.Cl.[CH3:23][CH2:24][OH:25]. Product: [Cl:8][C:4]1[CH:5]=[CH:6][CH:7]=[C:2]([Cl:1])[C:3]=1[C:9]1[C:14]2[O:15][C@@H:16]([CH2:19][N:20]3[C:24](=[O:25])[C:23]4[C:13](=[CH:12][CH:11]=[CH:10][CH:9]=4)[C:14]3=[O:15])[CH2:17][O:18][C:13]=2[CH:12]=[C:11]([F:21])[CH:10]=1. The catalyst class is: 28. (2) Reactant: [C:1](#[N:5])[CH2:2][C:3]#[N:4].[CH2:6](N(CC)CC)C.[CH:13]1([N:19]=[C:20]=[S:21])[CH2:18][CH2:17][CH2:16][CH2:15][CH2:14]1.CI. Product: [CH:13]1([NH:19][C:20](=[C:2]([C:1]#[N:5])[C:3]#[N:4])[S:21][CH3:6])[CH2:18][CH2:17][CH2:16][CH2:15][CH2:14]1. The catalyst class is: 3. (3) Reactant: [C:1]([C:3]1[N:8]=[CH:7][C:6]([C:9]2[CH:18]=[CH:17][C:12]([C:13]([O:15]C)=[O:14])=[CH:11][CH:10]=2)=[CH:5][CH:4]=1)#[N:2].[Li+].[OH-].Cl. Product: [C:1]([C:3]1[N:8]=[CH:7][C:6]([C:9]2[CH:18]=[CH:17][C:12]([C:13]([OH:15])=[O:14])=[CH:11][CH:10]=2)=[CH:5][CH:4]=1)#[N:2]. The catalyst class is: 38. (4) Reactant: [NH2:1][C:2]1[CH:7]=[CH:6][C:5]([S:8]([NH:11][C:12]2[S:13][C:14]([CH3:17])=[N:15][N:16]=2)(=[O:10])=[O:9])=[CH:4][CH:3]=1.[C:18](Cl)(=[O:28])[CH2:19][CH2:20][CH2:21][CH2:22][CH2:23][CH2:24][CH2:25][CH2:26][CH3:27].Cl. Product: [CH3:17][C:14]1[S:13][C:12]([NH:11][S:8]([C:5]2[CH:6]=[CH:7][C:2]([NH:1][C:18](=[O:28])[CH2:19][CH2:20][CH2:21][CH2:22][CH2:23][CH2:24][CH2:25][CH2:26][CH3:27])=[CH:3][CH:4]=2)(=[O:10])=[O:9])=[N:16][N:15]=1. The catalyst class is: 17. (5) Reactant: [C:1]1([CH3:29])[CH:6]=[CH:5][C:4]([S:7]([C:10]2[N:14]([CH2:15][O:16][CH2:17][CH2:18][Si:19]([CH3:22])([CH3:21])[CH3:20])[CH:13]=[N:12][C:11]=2[C:23]2[CH:28]=[CH:27][CH:26]=[CH:25][N:24]=2)(=[O:9])=[O:8])=[CH:3][CH:2]=1.[Li]CCCC.CCCCCC.[Cl:41][C:42]1[CH:59]=[CH:58][C:45]([CH2:46][N:47]2[C:55]3[C:50](=[CH:51][CH:52]=[CH:53][CH:54]=3)[C:49]([CH:56]=[O:57])=[CH:48]2)=[CH:44][CH:43]=1. Product: [Cl:41][C:42]1[CH:43]=[CH:44][C:45]([CH2:46][N:47]2[C:55]3[C:50](=[CH:51][CH:52]=[CH:53][CH:54]=3)[C:49]([CH:56]([C:13]3[N:14]([CH2:15][O:16][CH2:17][CH2:18][Si:19]([CH3:22])([CH3:21])[CH3:20])[C:10]([S:7]([C:4]4[CH:5]=[CH:6][C:1]([CH3:29])=[CH:2][CH:3]=4)(=[O:9])=[O:8])=[C:11]([C:23]4[CH:28]=[CH:27][CH:26]=[CH:25][N:24]=4)[N:12]=3)[OH:57])=[CH:48]2)=[CH:58][CH:59]=1. The catalyst class is: 1. (6) Reactant: [CH3:1][O:2][C:3]1[CH:8]=[CH:7][C:6]([NH:9][C:10]2([C:16]#[N:17])[CH2:15][CH2:14][O:13][CH2:12][CH2:11]2)=[CH:5][CH:4]=1.[OH-:18].[Na+]. Product: [CH3:1][O:2][C:3]1[CH:4]=[CH:5][C:6]([NH:9][C:10]2([C:16]([NH2:17])=[O:18])[CH2:15][CH2:14][O:13][CH2:12][CH2:11]2)=[CH:7][CH:8]=1. The catalyst class is: 65. (7) Reactant: F[C:2]1[CH:7]=[C:6]([CH2:8][O:9][CH3:10])[CH:5]=[CH:4][C:3]=1[C:11]([F:14])([F:13])[F:12].[C-:15]#[N:16].[K+]. Product: [CH3:10][O:9][CH2:8][C:6]1[CH:5]=[CH:4][C:3]([C:11]([F:14])([F:13])[F:12])=[C:2]([CH:7]=1)[C:15]#[N:16]. The catalyst class is: 16.